This data is from Peptide-MHC class I binding affinity with 185,985 pairs from IEDB/IMGT. The task is: Regression. Given a peptide amino acid sequence and an MHC pseudo amino acid sequence, predict their binding affinity value. This is MHC class I binding data. (1) The binding affinity (normalized) is 0.289. The peptide sequence is SLYMAISPK. The MHC is HLA-A68:01 with pseudo-sequence HLA-A68:01. (2) The peptide sequence is ISKKAKGWF. The MHC is HLA-B15:01 with pseudo-sequence HLA-B15:01. The binding affinity (normalized) is 0.527. (3) The peptide sequence is RVPVSCAVY. The MHC is HLA-A01:01 with pseudo-sequence HLA-A01:01. The binding affinity (normalized) is 0.0847. (4) The peptide sequence is EMREQHDAQV. The MHC is HLA-A02:01 with pseudo-sequence HLA-A02:01. The binding affinity (normalized) is 0.160.